Task: Binary Classification. Given a miRNA mature sequence and a target amino acid sequence, predict their likelihood of interaction.. Dataset: Experimentally validated miRNA-target interactions with 360,000+ pairs, plus equal number of negative samples (1) The miRNA is hsa-miR-5581-3p with sequence UUCCAUGCCUCCUAGAAGUUCC. The protein sequence of the target gene is MAANSTSDLHTPGTQLSVADIIVITVYFALNVAVGIWSSCRASRNTVNGYFLAGRDMTWWPIGASLFASSEGSGLFIGLAGSGAAGGLAVAGFEWNATYVLLALAWVFVPIYISSEIVTLPEYIQKRYGGQRIRMYLSVLSLLLSVFTKISLDLYAGALFVHICLGWNFYLSTILTLGITALYTIAGGLAAVIYTDALQTLIMVVGAVILTIKAFDQIGGYGQLEAAYAQAIPSRTIANTTCHLPRTDAMHMFRDPHTGDLPWTGMTFGLTIMATWYWCTDQVIVQRSLSARDLNHAKAG.... Result: 0 (no interaction). (2) The miRNA is hsa-miR-16-1-3p with sequence CCAGUAUUAACUGUGCUGCUGA. The protein sequence of the target gene is MELGKGKLLRTGLNALHQAVHPIHGLAWTDGNQVVLTDLRLHSGEVKFGDSKVIGQFECVCGLSWAPPVADDTPVLLAVQHEKHVTVWQLCPSPMESSKWLTSQTCEIRGSLPILPQGCVWHPKCAILTVLTAQDVSIFPNVHSDDSQVKADINTQGRIHCACWTQDGLRLVVAVGSSLHSYIWDSAQKTLHRCSSCLVFDVDSHVCSITATVDSQVAIATELPLDKICGLNASETFNIPPNSKDMTPYALPVIGEVRSMDKEATDSETNSEVSVSSSYLEPLDLTHIHFNQHKSEGNSL.... Result: 1 (interaction). (3) The miRNA is hsa-miR-940 with sequence AAGGCAGGGCCCCCGCUCCCC. The protein sequence of the target gene is MILKGCLLYPLCSPRNKQRCARLWKIAYGGLLKIVTGSLLTFYVVLCLDGGMVLMRKQVPSRFMYPKEWQHLTMFILLTLNGCVDFMSKNVLPQRCVGLEKGTLVLIIYELLLLMVSHVKDSEGVELHVYSLLILVVFLLLLVLTAELWAPNMCHLQLMETFLILMMGSWLMQAGFILYRPVSGYPWQDDDISDIMFVTTFFCWHVMINASFLLGIYGFSSFWYHCFRPSLKLTGPKEAPYYASTPGPLYKLLQEVEQSEKEDQALLLPKSSP. Result: 1 (interaction). (4) Result: 0 (no interaction). The miRNA is cel-miR-799 with sequence UGAACCCUGAUAAAGCUAGUGG. The protein sequence of the target gene is MQRRDDPAARMSRSSGRSGSMDPSGAHPSVRQTPSRQPPLPHRSRGGGGGSRGGARASPATQPPPLLPPSATGPDATVGGPAPTPLLPPSATASVKMEPENKYLPELMAEKDSLDPSFTHAMQLLTAEIEKIQKGDSKKDDEENYLDLFSHKNMKLKERVLIPVKQYPKFNFVGKILGPQGNTIKRLQEETGAKISVLGKGSMRDKAKEEELRKGGDPKYAHLNMDLHVFIEVFGPPCEAYALMAHAMEEVKKFLVPDMMDDICQEQFLELSYLNGVPEPSRGRGVPVRGRGAAPPPPPV....